Dataset: NCI-60 drug combinations with 297,098 pairs across 59 cell lines. Task: Regression. Given two drug SMILES strings and cell line genomic features, predict the synergy score measuring deviation from expected non-interaction effect. (1) Drug 1: C1CNP(=O)(OC1)N(CCCl)CCCl. Drug 2: CC1(CCCN1)C2=NC3=C(C=CC=C3N2)C(=O)N. Cell line: HCT116. Synergy scores: CSS=10.0, Synergy_ZIP=3.86, Synergy_Bliss=8.37, Synergy_Loewe=9.51, Synergy_HSA=9.02. (2) Drug 1: CN(C)C1=NC(=NC(=N1)N(C)C)N(C)C. Drug 2: C1=NC2=C(N=C(N=C2N1C3C(C(C(O3)CO)O)O)F)N. Cell line: SK-OV-3. Synergy scores: CSS=2.19, Synergy_ZIP=-1.91, Synergy_Bliss=-1.59, Synergy_Loewe=-6.48, Synergy_HSA=-4.15.